This data is from Catalyst prediction with 721,799 reactions and 888 catalyst types from USPTO. The task is: Predict which catalyst facilitates the given reaction. (1) Reactant: [CH2:1]([O:8][N:9]1[C:15](=[O:16])[N:14]2[CH2:17][C@H:10]1[CH2:11][CH2:12][C@H:13]2[C:18]([OH:20])=O)[C:2]1[CH:7]=[CH:6][CH:5]=[CH:4][CH:3]=1.[NH:21]([C:23]([CH:25]1[CH2:29][CH2:28][N:27]([C:30]([O:32][C:33]([CH3:36])([CH3:35])[CH3:34])=[O:31])[CH2:26]1)=[O:24])[NH2:22].ON1C2C=CC=CC=2N=N1.Cl.C(N=C=NCCCN(C)C)C. Product: [CH2:1]([O:8][N:9]1[C:15](=[O:16])[N:14]2[CH2:17][C@H:10]1[CH2:11][CH2:12][C@H:13]2[C:18]([NH:22][NH:21][C:23]([CH:25]1[CH2:29][CH2:28][N:27]([C:30]([O:32][C:33]([CH3:36])([CH3:35])[CH3:34])=[O:31])[CH2:26]1)=[O:24])=[O:20])[C:2]1[CH:3]=[CH:4][CH:5]=[CH:6][CH:7]=1. The catalyst class is: 2. (2) Reactant: [S:1]1[CH:5]=[CH:4][CH:3]=[C:2]1[S:6](Cl)(=[O:8])=[O:7].[NH2:10][C@H:11]([CH2:16][OH:17])[C@H:12]([CH2:14][CH3:15])[CH3:13].CCN(C(C)C)C(C)C. Product: [OH:17][CH2:16][C@@H:11]([NH:10][S:6]([C:2]1[S:1][CH:5]=[CH:4][CH:3]=1)(=[O:8])=[O:7])[C@@H:12]([CH3:13])[CH2:14][CH3:15]. The catalyst class is: 2. (3) Reactant: [Br:1][CH2:2][C:3]([C:5]1[CH:10]=[CH:9][C:8]([Br:11])=[CH:7][CH:6]=1)=O.[N+:12]([C:15]1[CH:16]=[CH:17][C:18]([NH2:21])=[N:19][CH:20]=1)([O-:14])=[O:13]. Product: [BrH:1].[Br:11][C:8]1[CH:9]=[CH:10][C:5]([C:3]2[N:21]=[C:18]3[CH:17]=[CH:16][C:15]([N+:12]([O-:14])=[O:13])=[CH:20][N:19]3[CH:2]=2)=[CH:6][CH:7]=1. The catalyst class is: 8. (4) Reactant: [F:1][C:2]1[C:7]([CH:8]=[O:9])=[C:6]([I:10])[CH:5]=[CH:4][N:3]=1.[CH2:11](O)[CH2:12][OH:13].C1(C)C=CC(S(O)(=O)=O)=CC=1. Product: [O:9]1[CH2:11][CH2:12][O:13][CH:8]1[C:7]1[C:2]([F:1])=[N:3][CH:4]=[CH:5][C:6]=1[I:10]. The catalyst class is: 11. (5) Reactant: [C:1]([NH:4][C:5]1[S:6][C:7]([C:11]2[S:15][C:14]([S:16](Cl)(=[O:18])=[O:17])=[CH:13][CH:12]=2)=[C:8]([CH3:10])[N:9]=1)(=[O:3])[CH3:2].C[N:21]1[CH2:26][CH2:25][NH:24][CH2:23][CH2:22]1.CCN(C(C)C)C(C)C.O. Product: [CH3:10][C:8]1[N:9]=[C:5]([NH:4][C:1](=[O:3])[CH3:2])[S:6][C:7]=1[C:11]1[S:15][C:14]([S:16]([N:21]2[CH2:26][CH2:25][NH:24][CH2:23][CH2:22]2)(=[O:18])=[O:17])=[CH:13][CH:12]=1. The catalyst class is: 2. (6) Reactant: I.[Cl:2][C:3]1[C:4]2[C:5]3[C:6](=[C:20]([CH3:23])[O:21][N:22]=3)[C:7](=[O:19])[N:8]([CH:13]3[CH2:18][CH2:17][CH2:16][NH:15][CH2:14]3)[C:9]=2[CH:10]=[CH:11][CH:12]=1.N1C=CC=CC=1CC[C:32](O)=[O:33].Cl.CN(C)[CH2:38][CH2:39][CH2:40][N:41]=[C:42]=NCC.[OH:47]N1C2N=CC=CC=2N=N1.C(N([CH2:62][CH3:63])CC)C. Product: [Cl:2][C:3]1[C:4]2[C:5]3[C:6](=[C:20]([CH3:23])[O:21][N:22]=3)[C:7](=[O:19])[N:8]([CH:13]3[CH2:18][CH2:17][CH2:16][N:15]([C:62](=[O:47])[CH2:63][O:33][C:32]4[CH:42]=[N:41][CH:40]=[CH:39][CH:38]=4)[CH2:14]3)[C:9]=2[CH:10]=[CH:11][CH:12]=1. The catalyst class is: 468. (7) Reactant: [CH3:1][C:2]1[CH:37]=[CH:36][C:5]([CH2:6][NH:7][C:8]2[CH:13]=[CH:12][C:11]([S:14]([N:17]([CH2:27][C:28]3[CH:33]=[CH:32][C:31]([O:34][CH3:35])=[CH:30][CH:29]=3)[CH2:18][C:19]3[CH:24]=[CH:23][C:22]([O:25][CH3:26])=[CH:21][CH:20]=3)(=[O:16])=[O:15])=[CH:10][CH:9]=2)=[CH:4][CH:3]=1.[CH3:38][S:39]([CH:42]=[CH2:43])(=[O:41])=[O:40].[H-].[Na+]. Product: [CH3:38][S:39]([CH2:42][CH2:43][N:7]([CH2:6][C:5]1[CH:4]=[CH:3][C:2]([CH3:1])=[CH:37][CH:36]=1)[C:8]1[CH:9]=[CH:10][C:11]([S:14]([N:17]([CH2:18][C:19]2[CH:24]=[CH:23][C:22]([O:25][CH3:26])=[CH:21][CH:20]=2)[CH2:27][C:28]2[CH:29]=[CH:30][C:31]([O:34][CH3:35])=[CH:32][CH:33]=2)(=[O:15])=[O:16])=[CH:12][CH:13]=1)(=[O:41])=[O:40]. The catalyst class is: 3.